This data is from Full USPTO retrosynthesis dataset with 1.9M reactions from patents (1976-2016). The task is: Predict the reactants needed to synthesize the given product. Given the product [O:14]1[CH:10]([CH2:9][OH:8])[CH2:11][C:12]2[CH:22]=[CH:21][C:20]3[CH2:19][CH2:18][CH2:17][CH2:16][C:15]=3[C:13]1=2, predict the reactants needed to synthesize it. The reactants are: C([Si]([O:8][CH2:9][CH:10]1[O:14][C:13]2[C:15]3[CH2:16][CH2:17][CH2:18][CH2:19][C:20]=3[CH:21]=[CH:22][C:12]=2[CH2:11]1)(C)C)(C)(C)C.[F-].C([N+](CCCC)(CCCC)CCCC)CCC.O1C(CO)CC2C=CC3CCCC=3C1=2.